This data is from Reaction yield outcomes from USPTO patents with 853,638 reactions. The task is: Predict the reaction yield, written as a fraction of the theoretical maximum amount of product (1.0 means a 100% yield; for example, 0.34 means a 34% yield). (1) The product is [OH:19][CH2:18][C:13]1[CH:14]=[C:15]2[C:10](=[CH:11][CH:12]=1)[CH:9]=[C:8]([OH:7])[CH:17]=[CH:16]2. The yield is 0.870. The reactants are [H-].[Al+3].[Li+].[H-].[H-].[H-].[OH:7][C:8]1[CH:9]=[C:10]2[C:15](=[CH:16][CH:17]=1)[CH:14]=[C:13]([C:18](OC)=[O:19])[CH:12]=[CH:11]2.C1(C([O-])=O)C2C(=CC=CC=2)C=CC=1.Cl. The catalyst is O.C1COCC1. (2) The reactants are [Cl:1][C:2]1[CH:7]=[C:6]([C:8](=[O:10])[CH3:9])[CH:5]=[C:4]([Cl:11])[N:3]=1.[CH2:12](O)[CH2:13][OH:14].Cl[Si](C)(C)C. The catalyst is [OH-].[Na+]. The product is [Cl:1][C:2]1[CH:7]=[C:6]([C:8]2([CH3:9])[O:14][CH2:13][CH2:12][O:10]2)[CH:5]=[C:4]([Cl:11])[N:3]=1. The yield is 1.00.